This data is from Reaction yield outcomes from USPTO patents with 853,638 reactions. The task is: Predict the reaction yield, written as a fraction of the theoretical maximum amount of product (1.0 means a 100% yield; for example, 0.34 means a 34% yield). (1) The reactants are [N:1]1([C:7]([O:9][C:10]([CH3:13])([CH3:12])[CH3:11])=[O:8])[CH2:6][CH2:5][NH:4][CH2:3][CH2:2]1.[CH:14]([S:16]([CH3:19])(=[O:18])=[O:17])=[CH2:15].C([O-])([O-])=O.[Na+].[Na+].O. The catalyst is C(#N)C. The product is [CH3:19][S:16]([CH2:14][CH2:15][N:4]1[CH2:5][CH2:6][N:1]([C:7]([O:9][C:10]([CH3:13])([CH3:12])[CH3:11])=[O:8])[CH2:2][CH2:3]1)(=[O:18])=[O:17]. The yield is 0.930. (2) The reactants are [NH2:1][C:2]1[CH:10]=[C:9]([Cl:11])[C:8]([Br:12])=[CH:7][C:3]=1[C:4]([OH:6])=[O:5].Cl[C:14](OCC)=[O:15].C(Cl)(=O)C. No catalyst specified. The product is [Br:12][C:8]1[CH:7]=[C:3]2[C:4]([O:6][C:14](=[O:15])[NH:1][C:2]2=[CH:10][C:9]=1[Cl:11])=[O:5]. The yield is 0.700.